This data is from Forward reaction prediction with 1.9M reactions from USPTO patents (1976-2016). The task is: Predict the product of the given reaction. (1) The product is: [OH:15][C:13]([C:6]1[CH:7]=[C:8]([O:11][CH3:12])[CH:9]=[CH:10][C:5]=1[OH:4])([CH3:1])[CH3:14]. Given the reactants [CH3:1][Mg]Br.[OH:4][C:5]1[CH:10]=[CH:9][C:8]([O:11][CH3:12])=[CH:7][C:6]=1[C:13](=[O:15])[CH3:14], predict the reaction product. (2) Given the reactants [CH:1](=O)[C:2]1[CH:7]=[CH:6][CH:5]=[CH:4][CH:3]=1.CO.[C@H:11]1([NH2:18])[CH2:16][CH2:15][CH2:14][CH2:13][C@@H:12]1[NH2:17].[BH4-].[Na+], predict the reaction product. The product is: [CH2:1]([NH:17][C@H:12]1[CH2:13][CH2:14][CH2:15][CH2:16][C@@H:11]1[NH2:18])[C:2]1[CH:7]=[CH:6][CH:5]=[CH:4][CH:3]=1. (3) Given the reactants N(C(OC(C)C)=O)=NC(OC(C)C)=O.[C:15]([C:18]1[C:19](=[O:29])[O:20][C:21]2[C:26]([CH:27]=1)=[CH:25][CH:24]=[C:23]([OH:28])[CH:22]=2)(=[O:17])[CH3:16].O[CH2:31][CH2:32][NH:33][C:34](=[O:40])[O:35][C:36]([CH3:39])([CH3:38])[CH3:37].C1(P(C2C=CC=CC=2)C2C=CC=CC=2)C=CC=CC=1.C(N(CC)CC)C, predict the reaction product. The product is: [C:15]([C:18]1[C:19](=[O:29])[O:20][C:21]2[C:26]([CH:27]=1)=[CH:25][CH:24]=[C:23]([O:28][CH2:31][CH2:32][NH:33][C:34](=[O:40])[O:35][C:36]([CH3:39])([CH3:38])[CH3:37])[CH:22]=2)(=[O:17])[CH3:16]. (4) Given the reactants Br[C:2]1[CH:3]=[N:4][C:5]([N:8]2[C:16]3[C:11](=[CH:12][CH:13]=[C:14]([C:17]([N:19]4[CH2:24][CH2:23][O:22][CH2:21][CH2:20]4)=[O:18])[CH:15]=3)[C:10]([S:25]([CH3:27])=[O:26])=[CH:9]2)=[N:6][CH:7]=1.Br[C:29]1[CH:34]=[C:33]([Cl:35])[CH:32]=[CH:31][N:30]=1.OC(C1C=CN=C(C2C=NC(N3C4C(=CC=C(C(N5CCOCC5)=O)C=4)C(SC)=C3)=NC=2)C=1)(C)C, predict the reaction product. The product is: [Cl:35][C:33]1[CH:32]=[CH:31][N:30]=[C:29]([C:2]2[CH:7]=[N:6][C:5]([N:8]3[C:16]4[C:11](=[CH:12][CH:13]=[C:14]([C:17]([N:19]5[CH2:24][CH2:23][O:22][CH2:21][CH2:20]5)=[O:18])[CH:15]=4)[C:10]([S:25]([CH3:27])=[O:26])=[CH:9]3)=[N:4][CH:3]=2)[CH:34]=1. (5) Given the reactants [CH2:1]([N:8]1[CH2:13][CH2:12][C:11]([C:27]2[CH:28]=[C:29](OS(C(F)(F)F)(=O)=O)[CH:30]=[CH:31][CH:32]=2)([C:14]2[CH:19]=[CH:18][C:17]([C:20](=[O:26])[N:21]([CH2:24][CH3:25])[CH2:22][CH3:23])=[CH:16][CH:15]=2)[CH2:10][CH2:9]1)[C:2]1[CH:7]=[CH:6][CH:5]=[CH:4][CH:3]=1.[CH3:41][N:42](C=O)C, predict the reaction product. The product is: [CH2:1]([N:8]1[CH2:13][CH2:12][C:11]([C:14]2[CH:15]=[CH:16][C:17]([C:20]([N:21]([CH2:24][CH3:25])[CH2:22][CH3:23])=[O:26])=[CH:18][CH:19]=2)([C:27]2[CH:32]=[CH:31][CH:30]=[C:29]([C:41]#[N:42])[CH:28]=2)[CH2:10][CH2:9]1)[C:2]1[CH:7]=[CH:6][CH:5]=[CH:4][CH:3]=1.